This data is from Full USPTO retrosynthesis dataset with 1.9M reactions from patents (1976-2016). The task is: Predict the reactants needed to synthesize the given product. Given the product [CH3:46][C:40]12[O:12][CH:45]1[CH2:44][CH:43]([C:32]1([CH3:31])[O:34][CH2:29]1)[CH2:42][CH2:41]2, predict the reactants needed to synthesize it. The reactants are: CC1CC[C@@H](C(C)=C)CC=1.C([O-])([O-])=[O:12].C([O-])([O-])=O.OO.OO.OO.[Na+].[Na+].[Na+].[Na+].[C:29]1(=O)[O:34][C:32](=O)[C:31]2=CC=CC=C12.[C:40]1([CH3:46])[CH:45]=[CH:44][CH:43]=[CH:42][CH:41]=1.